This data is from Peptide-MHC class I binding affinity with 185,985 pairs from IEDB/IMGT. The task is: Regression. Given a peptide amino acid sequence and an MHC pseudo amino acid sequence, predict their binding affinity value. This is MHC class I binding data. (1) The peptide sequence is FTPEARNSTF. The MHC is HLA-A24:02 with pseudo-sequence HLA-A24:02. The binding affinity (normalized) is 0.230. (2) The peptide sequence is RQLFKPLTK. The MHC is HLA-A03:01 with pseudo-sequence HLA-A03:01. The binding affinity (normalized) is 0.582. (3) The peptide sequence is RVYEALYYV. The binding affinity (normalized) is 0.758. The MHC is HLA-A31:01 with pseudo-sequence HLA-A31:01. (4) The peptide sequence is YSHYSHNPK. The MHC is HLA-A02:06 with pseudo-sequence HLA-A02:06. The binding affinity (normalized) is 0.0847. (5) The peptide sequence is KYEALIKLL. The MHC is HLA-A24:02 with pseudo-sequence HLA-A24:02. The binding affinity (normalized) is 0.265. (6) The peptide sequence is ISRFANLIK. The MHC is HLA-A30:01 with pseudo-sequence HLA-A30:01. The binding affinity (normalized) is 0.760. (7) The peptide sequence is TELPLAYER. The MHC is HLA-B15:01 with pseudo-sequence HLA-B15:01. The binding affinity (normalized) is 0.0847.